Dataset: Peptide-MHC class I binding affinity with 185,985 pairs from IEDB/IMGT. Task: Regression. Given a peptide amino acid sequence and an MHC pseudo amino acid sequence, predict their binding affinity value. This is MHC class I binding data. (1) The peptide sequence is AMYAPYGPF. The MHC is BoLA-HD6 with pseudo-sequence BoLA-HD6. The binding affinity (normalized) is 0.671. (2) The peptide sequence is WLSSKGLACY. The binding affinity (normalized) is 0.0526. The MHC is HLA-A68:01 with pseudo-sequence HLA-A68:01. (3) The peptide sequence is MPAIFFSIV. The MHC is HLA-B51:01 with pseudo-sequence HLA-B51:01. The binding affinity (normalized) is 0.336. (4) The peptide sequence is LTDAFHGYH. The MHC is HLA-A01:01 with pseudo-sequence HLA-A01:01. The binding affinity (normalized) is 0.600. (5) The peptide sequence is RVYSDHQAL. The MHC is HLA-B35:01 with pseudo-sequence HLA-B35:01. The binding affinity (normalized) is 0.444. (6) The peptide sequence is HFQRALIFI. The MHC is HLA-A24:02 with pseudo-sequence HLA-A24:02. The binding affinity (normalized) is 0.302. (7) The peptide sequence is GDNEIEYGF. The MHC is HLA-B45:01 with pseudo-sequence HLA-B45:01. The binding affinity (normalized) is 0.130. (8) The peptide sequence is NAWGCAFR. The MHC is HLA-B27:05 with pseudo-sequence HLA-B27:05. The binding affinity (normalized) is 0.